Predict the reaction yield, written as a fraction of the theoretical maximum amount of product (1.0 means a 100% yield; for example, 0.34 means a 34% yield). From a dataset of Reaction yield outcomes from USPTO patents with 853,638 reactions. (1) The reactants are Br[C:2]1[CH:21]=[CH:20][C:5]([C:6]([NH:8][C:9]2[S:10][C:11]3[CH:17]=[C:16]([O:18][CH3:19])[CH:15]=[CH:14][C:12]=3[N:13]=2)=[O:7])=[CH:4][CH:3]=1.[N:22]1[CH:27]=[CH:26][CH:25]=[C:24]([CH:28]=[O:29])[CH:23]=1.C[Mg]Br. No catalyst specified. The product is [CH3:19][O:18][C:16]1[CH:15]=[CH:14][C:12]2[N:13]=[C:9]([NH:8][C:6](=[O:7])[C:5]3[CH:20]=[CH:21][C:2]([C:28](=[O:29])[C:24]4[CH:25]=[CH:26][CH:27]=[N:22][CH:23]=4)=[CH:3][CH:4]=3)[S:10][C:11]=2[CH:17]=1. The yield is 0.210. (2) The reactants are [N:1]1([C:7]2[N:12]=[C:11]([N:13]3[CH:18]4[CH2:19][CH2:20][CH:14]3[CH2:15][O:16][CH2:17]4)[N:10]=[C:9]([C:21]3[CH:27]=[CH:26][C:24]([NH2:25])=[CH:23][CH:22]=3)[N:8]=2)[CH2:6][CH2:5][O:4][CH2:3][CH2:2]1.ClC(Cl)(O[C:32](=[O:38])OC(Cl)(Cl)Cl)Cl.[NH2:40][C:41]1[CH:48]=[CH:47][C:44]([C:45]#[N:46])=[CH:43][CH:42]=1. No catalyst specified. The product is [C:45]([C:44]1[CH:47]=[CH:48][C:41]([NH:40][C:32]([NH:25][C:24]2[CH:26]=[CH:27][C:21]([C:9]3[N:8]=[C:7]([N:1]4[CH2:2][CH2:3][O:4][CH2:5][CH2:6]4)[N:12]=[C:11]([N:13]4[CH:14]5[CH2:20][CH2:19][CH:18]4[CH2:17][O:16][CH2:15]5)[N:10]=3)=[CH:22][CH:23]=2)=[O:38])=[CH:42][CH:43]=1)#[N:46]. The yield is 0.460. (3) The yield is 0.720. The reactants are [CH2:1]([Li])CCC.[Cl:6][C:7]1[CH:12]=[C:11]([Cl:13])[CH:10]=[CH:9][N:8]=1.CI.CC(O)=O. The catalyst is C1COCC1.CCOCC. The product is [Cl:6][C:7]1[C:12]([CH3:1])=[C:11]([Cl:13])[CH:10]=[CH:9][N:8]=1. (4) The reactants are [NH:1]1[C:9]2[C:4](=[N:5][CH:6]=[CH:7][CH:8]=2)[CH2:3][CH2:2]1.[Cl:10][C:11]1[C:16]([CH3:17])=[C:15](Cl)[N:14]=[CH:13][N:12]=1. No catalyst specified. The product is [Cl:10][C:11]1[N:12]=[CH:13][N:14]=[C:15]([N:1]2[C:9]3[C:4](=[N:5][CH:6]=[CH:7][CH:8]=3)[CH2:3][CH2:2]2)[C:16]=1[CH3:17]. The yield is 0.260. (5) The reactants are [I:1][C:2]1[C:3]([S:11][C:12]2[NH:13][C:14]3[CH:19]=[CH:18][N:17]=[C:16]([NH2:20])[C:15]=3[N:21]=2)=[CH:4][C:5]2[O:9][CH2:8][O:7][C:6]=2[CH:10]=1.Br[CH2:23][CH2:24][CH2:25][C:26]([O:28][CH2:29][CH3:30])=[O:27].C([O-])([O-])=O.[Cs+].[Cs+]. The catalyst is CN(C=O)C. The product is [NH2:20][C:16]1[C:15]2[N:21]=[C:12]([S:11][C:3]3[C:2]([I:1])=[CH:10][C:6]4[O:7][CH2:8][O:9][C:5]=4[CH:4]=3)[N:13]([CH2:23][CH2:24][CH2:25][C:26]([O:28][CH2:29][CH3:30])=[O:27])[C:14]=2[CH:19]=[CH:18][N:17]=1. The yield is 0.660. (6) The reactants are C([O:3][C:4]([C:6]1[C:7]([C:12]2[CH:17]=[CH:16][CH:15]=[C:14]([Cl:18])[CH:13]=2)=[N:8][O:9][C:10]=1[CH3:11])=[O:5])C.[OH-].[Na+].Cl.O. The catalyst is C(O)C. The product is [Cl:18][C:14]1[CH:13]=[C:12]([C:7]2[C:6]([C:4]([OH:5])=[O:3])=[C:10]([CH3:11])[O:9][N:8]=2)[CH:17]=[CH:16][CH:15]=1. The yield is 0.970. (7) The reactants are [CH2:1]([CH:3]([C:6]1[C:7]2[N:8]([CH:13]=[C:14]([C:16]([F:19])([F:18])[F:17])[N:15]=2)[N:9]=[C:10]([CH3:12])[CH:11]=1)[CH2:4][CH3:5])[CH3:2].Br[C:21]1[S:25][C:24]([C:26]2[N:30]([CH3:31])[N:29]=[CH:28][N:27]=2)=[CH:23][C:22]=1[Cl:32].CC([O-])=O.[K+].C(OP(OCC(Br)CBr)(OCC(Br)CBr)=O)C(Br)CBr. The catalyst is CCCC[N+](CCCC)(CCCC)CCCC.[Br-].CN1C(=O)CCC1.CC([O-])=O.CC([O-])=O.[Pd+2]. The product is [Cl:32][C:22]1[CH:23]=[C:24]([C:26]2[N:30]([CH3:31])[N:29]=[CH:28][N:27]=2)[S:25][C:21]=1[C:13]1[N:8]2[N:9]=[C:10]([CH3:12])[CH:11]=[C:6]([CH:3]([CH2:4][CH3:5])[CH2:1][CH3:2])[C:7]2=[N:15][C:14]=1[C:16]([F:18])([F:19])[F:17]. The yield is 0.400. (8) The reactants are [CH3:1][O:2][C:3]1[CH:4]=[C:5]2[C:9](=[CH:10][CH:11]=1)[NH:8][CH:7]=[CH:6]2.C[Mg]Br.[C:15]1([C:25](Cl)=[O:26])[C:24]2[C:19](=[CH:20][CH:21]=[CH:22][CH:23]=2)[CH:18]=[CH:17][CH:16]=1.[Cl-].[NH4+]. The catalyst is C(OCC)C. The product is [CH3:1][O:2][C:3]1[CH:4]=[C:5]2[C:9](=[CH:10][CH:11]=1)[NH:8][CH:7]=[C:6]2[C:25]([C:15]1[C:24]2[C:19](=[CH:20][CH:21]=[CH:22][CH:23]=2)[CH:18]=[CH:17][CH:16]=1)=[O:26]. The yield is 0.750. (9) The reactants are [NH:1]1[C:10]2[C:5](=[CH:6][CH:7]=[CH:8][CH:9]=2)[CH2:4][CH2:3][CH2:2]1.[N+:11]([O-])([OH:13])=[O:12].C([O-])([O-])=O.[K+].[K+].CCOC(C)=O. The catalyst is S(=O)(=O)(O)O. The product is [N+:11]([C:8]1[CH:9]=[C:10]2[C:5]([CH2:4][CH2:3][CH2:2][NH:1]2)=[CH:6][CH:7]=1)([O-:13])=[O:12]. The yield is 0.670. (10) The reactants are C(OC([C:6]1[C:7]([C:18]2[CH:23]=[CH:22][N:21]=[CH:20][CH:19]=2)=[C:8]([C:11]2[CH:16]=[CH:15][C:14]([F:17])=[CH:13][CH:12]=2)[NH:9][CH:10]=1)=O)C.[OH-].[Na+]. The catalyst is C(O)(=O)C.S(=O)(=O)(O)O.O. The product is [F:17][C:14]1[CH:13]=[CH:12][C:11]([C:8]2[NH:9][CH:10]=[CH:6][C:7]=2[C:18]2[CH:23]=[CH:22][N:21]=[CH:20][CH:19]=2)=[CH:16][CH:15]=1. The yield is 0.990.